This data is from Forward reaction prediction with 1.9M reactions from USPTO patents (1976-2016). The task is: Predict the product of the given reaction. Given the reactants [NH2:1][C:2]1[N:6]([CH2:7][C:8]2[CH:13]=[CH:12][CH:11]=[CH:10][CH:9]=2)[N:5]=[C:4]([OH:14])[C:3]=1[C:15]1[CH:20]=[CH:19][C:18]([CH3:21])=[CH:17][CH:16]=1.C(=O)([O-])[O-].[Cs+].[Cs+].[C:28]([O:31][CH2:32][CH2:33]Br)(=[O:30])[CH3:29], predict the reaction product. The product is: [C:28]([O:31][CH2:32][CH2:33][O:14][C:4]1[C:3]([C:15]2[CH:16]=[CH:17][C:18]([CH3:21])=[CH:19][CH:20]=2)=[C:2]([NH2:1])[N:6]([CH2:7][C:8]2[CH:9]=[CH:10][CH:11]=[CH:12][CH:13]=2)[N:5]=1)(=[O:30])[CH3:29].